Dataset: Peptide-MHC class II binding affinity with 134,281 pairs from IEDB. Task: Regression. Given a peptide amino acid sequence and an MHC pseudo amino acid sequence, predict their binding affinity value. This is MHC class II binding data. The peptide sequence is KKTFDHTLMSIVSSL. The MHC is DRB1_0405 with pseudo-sequence DRB1_0405. The binding affinity (normalized) is 0.670.